Dataset: NCI-60 drug combinations with 297,098 pairs across 59 cell lines. Task: Regression. Given two drug SMILES strings and cell line genomic features, predict the synergy score measuring deviation from expected non-interaction effect. (1) Drug 1: C1=C(C(=O)NC(=O)N1)N(CCCl)CCCl. Drug 2: CN1C2=C(C=C(C=C2)N(CCCl)CCCl)N=C1CCCC(=O)O.Cl. Cell line: HOP-62. Synergy scores: CSS=37.1, Synergy_ZIP=2.02, Synergy_Bliss=0.883, Synergy_Loewe=-10.6, Synergy_HSA=-2.03. (2) Drug 1: CC1=C2C(C(=O)C3(C(CC4C(C3C(C(C2(C)C)(CC1OC(=O)C(C(C5=CC=CC=C5)NC(=O)OC(C)(C)C)O)O)OC(=O)C6=CC=CC=C6)(CO4)OC(=O)C)OC)C)OC. Drug 2: C(=O)(N)NO. Cell line: CAKI-1. Synergy scores: CSS=48.1, Synergy_ZIP=2.58, Synergy_Bliss=2.50, Synergy_Loewe=5.28, Synergy_HSA=6.96. (3) Drug 1: CC1C(C(CC(O1)OC2CC(CC3=C2C(=C4C(=C3O)C(=O)C5=C(C4=O)C(=CC=C5)OC)O)(C(=O)CO)O)N)O.Cl. Drug 2: CC12CCC3C(C1CCC2OP(=O)(O)O)CCC4=C3C=CC(=C4)OC(=O)N(CCCl)CCCl.[Na+]. Cell line: SF-295. Synergy scores: CSS=-4.21, Synergy_ZIP=-0.418, Synergy_Bliss=-3.39, Synergy_Loewe=-7.79, Synergy_HSA=-6.74.